Dataset: Reaction yield outcomes from USPTO patents with 853,638 reactions. Task: Predict the reaction yield, written as a fraction of the theoretical maximum amount of product (1.0 means a 100% yield; for example, 0.34 means a 34% yield). The reactants are [Br:1][C:2]1[CH:11]=[C:10]2[C:5]([CH2:6][CH2:7][CH2:8][C:9]2=O)=[CH:4][CH:3]=1.C([SiH](CC)CC)C. The catalyst is FC(F)(F)C(O)=O. The product is [Br:1][C:2]1[CH:11]=[C:10]2[C:5](=[CH:4][CH:3]=1)[CH2:6][CH2:7][CH2:8][CH2:9]2. The yield is 0.940.